This data is from Reaction yield outcomes from USPTO patents with 853,638 reactions. The task is: Predict the reaction yield, written as a fraction of the theoretical maximum amount of product (1.0 means a 100% yield; for example, 0.34 means a 34% yield). (1) The reactants are [C:1]1([C:15]([O:17][CH3:18])=[O:16])[CH:6]=[C:5]([C:7]([O:9][CH3:10])=[O:8])[CH:4]=[C:3]([C:11]([O:13]C)=[O:12])[CH:2]=1.[Na]. The catalyst is CO. The product is [CH3:18][O:17][C:15]([C:1]1[CH:2]=[C:3]([CH:4]=[C:5]([C:7]([O:9][CH3:10])=[O:8])[CH:6]=1)[C:11]([OH:13])=[O:12])=[O:16]. The yield is 0.820. (2) The reactants are [Cl:1][C:2]1[C:3]([OH:14])=[CH:4][C:5]([O:12][CH3:13])=[C:6]([CH:11]=1)[C:7](OC)=[O:8].[H-].[Al+3].[Li+].[H-].[H-].[H-].C([C@@H]([C@H](C([O-])=O)O)O)([O-])=O.C(OCC)(=O)C. The catalyst is C1COCC1. The product is [Cl:1][C:2]1[CH:11]=[C:6]([CH2:7][OH:8])[C:5]([O:12][CH3:13])=[CH:4][C:3]=1[OH:14]. The yield is 4.50. (3) The reactants are [Cl:1][CH2:2][CH2:3][CH2:4][C:5]([C:7]1[CH:12]=[CH:11][C:10]([OH:13])=[CH:9][CH:8]=1)=[O:6].[CH2:14](Br)[C:15]1[CH:20]=[CH:19][CH:18]=[CH:17][CH:16]=1.C(=O)([O-])[O-].[K+].[K+]. The catalyst is CC(C)=O. The product is [CH2:14]([O:13][C:10]1[CH:9]=[CH:8][C:7]([C:5](=[O:6])[CH2:4][CH2:3][CH2:2][Cl:1])=[CH:12][CH:11]=1)[C:15]1[CH:20]=[CH:19][CH:18]=[CH:17][CH:16]=1. The yield is 0.350. (4) The reactants are [Br:1]Br.[F:3][C:4]1[CH:12]=[C:11]([CH3:13])[CH:10]=[CH:9][C:5]=1[C:6]([OH:8])=[O:7]. The catalyst is [Fe]. The product is [Br:1][C:10]1[C:11]([CH3:13])=[CH:12][C:4]([F:3])=[C:5]([CH:9]=1)[C:6]([OH:8])=[O:7]. The yield is 0.760. (5) The reactants are [Li].[Br:2][C:3]1[CH:8]=[C:7]([F:9])[CH:6]=[CH:5][C:4]=1[C@H:10]1[C:15]([C:16]([O:18][C@H:19](C)C(OCC)=O)=[O:17])=[C:14]([CH2:26][N:27]2[CH2:32][CH2:31][O:30][CH2:29][CH2:28]2)[NH:13][C:12]([C:33]2[S:34][CH:35]=[CH:36][N:37]=2)=[N:11]1. The catalyst is CO. The product is [Br:2][C:3]1[CH:8]=[C:7]([F:9])[CH:6]=[CH:5][C:4]=1[C@H:10]1[C:15]([C:16]([O:18][CH3:19])=[O:17])=[C:14]([CH2:26][N:27]2[CH2:28][CH2:29][O:30][CH2:31][CH2:32]2)[NH:13][C:12]([C:33]2[S:34][CH:35]=[CH:36][N:37]=2)=[N:11]1. The yield is 0.730. (6) The reactants are [Cl:1][C:2]1[CH:10]=[CH:9][C:8]2[CH2:7][CH:6]([C:11](O)=[O:12])[CH2:5][C:4]=2[N:3]=1.[H-].[Al+3].[Li+].[H-].[H-].[H-].O.[OH-].[Na+]. The catalyst is O1CCCC1. The product is [Cl:1][C:2]1[CH:10]=[CH:9][C:8]2[CH2:7][CH:6]([CH2:11][OH:12])[CH2:5][C:4]=2[N:3]=1. The yield is 0.950. (7) The product is [C:1]([C:5]1[CH:10]=[CH:9][CH:8]=[CH:7][C:6]=1[N:11]1[CH2:12][CH2:13][N:14]([C:17](=[O:23])[CH2:18][CH2:19][C:20]([NH:58][S:55]([CH3:54])(=[O:57])=[O:56])=[O:21])[CH2:15][CH2:16]1)([CH3:4])([CH3:2])[CH3:3]. The yield is 0.410. The catalyst is C(Cl)Cl.C(OCC)(=O)C. The reactants are [C:1]([C:5]1[CH:10]=[CH:9][CH:8]=[CH:7][C:6]=1[N:11]1[CH2:16][CH2:15][N:14]([C:17](=[O:23])[CH2:18][CH2:19][C:20](O)=[O:21])[CH2:13][CH2:12]1)([CH3:4])([CH3:3])[CH3:2].CCN=C=NCCCN(C)C.C1C=CC2N(O)N=NC=2C=1.C(N(C(C)C)CC)(C)C.[CH3:54][S:55]([NH2:58])(=[O:57])=[O:56]. (8) The reactants are [NH:1]1[C:5]([C:6]2[C:7]3[CH2:15][CH2:14][N:13]([C:16]([C:18]4[CH:23]=[CH:22][CH:21]=[C:20]([C:24]([F:27])([F:26])[F:25])[C:19]=4[Cl:28])=[O:17])[CH2:12][C:8]=3[N:9]=[CH:10][N:11]=2)=[CH:4][CH:3]=[N:2]1.[H-].[Na+].[CH3:31]I. The catalyst is CN(C=O)C.O. The product is [Cl:28][C:19]1[C:20]([C:24]([F:25])([F:27])[F:26])=[CH:21][CH:22]=[CH:23][C:18]=1[C:16]([N:13]1[CH2:14][CH2:15][C:7]2[C:6]([C:5]3[CH:4]=[CH:3][N:2]([CH3:31])[N:1]=3)=[N:11][CH:10]=[N:9][C:8]=2[CH2:12]1)=[O:17]. The yield is 0.430. (9) The reactants are C([O:4][CH2:5][CH:6]1[CH2:13][N:12]2[C:8](=[N:9][C:10]3[CH:17]=[CH:16][CH:15]=[C:14]([N:18]([CH2:21][CH3:22])[CH2:19][CH3:20])[C:11]=32)[N:7]1[C:23]1[CH:28]=[CH:27][C:26]([Cl:29])=[CH:25][C:24]=1[Cl:30])(=O)C.C(=O)([O-])[O-].[K+].[K+]. The catalyst is CO.C(OCC)(=O)C. The product is [Cl:30][C:24]1[CH:25]=[C:26]([Cl:29])[CH:27]=[CH:28][C:23]=1[N:7]1[C:8]2=[N:9][C:10]3[CH:17]=[CH:16][CH:15]=[C:14]([N:18]([CH2:21][CH3:22])[CH2:19][CH3:20])[C:11]=3[N:12]2[CH2:13][CH:6]1[CH2:5][OH:4]. The yield is 0.870. (10) The reactants are [C:1]([O:5][C:6]([N:8]1[CH2:13][CH2:12][CH:11]([CH2:14][NH:15][CH2:16][CH3:17])[CH2:10][CH2:9]1)=[O:7])([CH3:4])([CH3:3])[CH3:2].[H-].[Na+].Cl[C:21]1[C:22]2[O:29][N:28]=[C:27]([C:30]3[CH:35]=[CH:34][C:33]([S:36]([CH3:39])(=[O:38])=[O:37])=[CH:32][CH:31]=3)[C:23]=2[N:24]=[CH:25][N:26]=1. The product is [C:1]([O:5][C:6]([N:8]1[CH2:9][CH2:10][CH:11]([CH2:14][N:15]([CH2:16][CH3:17])[C:21]2[C:22]3[O:29][N:28]=[C:27]([C:30]4[CH:35]=[CH:34][C:33]([S:36]([CH3:39])(=[O:38])=[O:37])=[CH:32][CH:31]=4)[C:23]=3[N:24]=[CH:25][N:26]=2)[CH2:12][CH2:13]1)=[O:7])([CH3:4])([CH3:3])[CH3:2]. The catalyst is C1COCC1. The yield is 0.610.